The task is: Regression. Given two drug SMILES strings and cell line genomic features, predict the synergy score measuring deviation from expected non-interaction effect.. This data is from NCI-60 drug combinations with 297,098 pairs across 59 cell lines. (1) Drug 1: CNC(=O)C1=NC=CC(=C1)OC2=CC=C(C=C2)NC(=O)NC3=CC(=C(C=C3)Cl)C(F)(F)F. Drug 2: C(CN)CNCCSP(=O)(O)O. Cell line: MDA-MB-231. Synergy scores: CSS=-0.420, Synergy_ZIP=3.52, Synergy_Bliss=6.17, Synergy_Loewe=2.06, Synergy_HSA=1.98. (2) Drug 1: CC1=C(C=C(C=C1)C(=O)NC2=CC(=CC(=C2)C(F)(F)F)N3C=C(N=C3)C)NC4=NC=CC(=N4)C5=CN=CC=C5. Drug 2: CC1CCC2CC(C(=CC=CC=CC(CC(C(=O)C(C(C(=CC(C(=O)CC(OC(=O)C3CCCCN3C(=O)C(=O)C1(O2)O)C(C)CC4CCC(C(C4)OC)O)C)C)O)OC)C)C)C)OC. Cell line: PC-3. Synergy scores: CSS=-9.19, Synergy_ZIP=3.50, Synergy_Bliss=-0.868, Synergy_Loewe=-10.3, Synergy_HSA=-8.82. (3) Drug 1: C1=CC(=CC=C1CCC2=CNC3=C2C(=O)NC(=N3)N)C(=O)NC(CCC(=O)O)C(=O)O. Drug 2: CC1=CC=C(C=C1)C2=CC(=NN2C3=CC=C(C=C3)S(=O)(=O)N)C(F)(F)F. Cell line: NCI-H522. Synergy scores: CSS=36.5, Synergy_ZIP=-8.78, Synergy_Bliss=-7.22, Synergy_Loewe=-19.0, Synergy_HSA=-5.41. (4) Cell line: HT29. Synergy scores: CSS=65.9, Synergy_ZIP=-0.990, Synergy_Bliss=-1.56, Synergy_Loewe=-2.27, Synergy_HSA=6.77. Drug 1: CC1C(C(CC(O1)OC2CC(CC3=C2C(=C4C(=C3O)C(=O)C5=C(C4=O)C(=CC=C5)OC)O)(C(=O)CO)O)N)O. Drug 2: CCN(CC)CCNC(=O)C1=C(NC(=C1C)C=C2C3=C(C=CC(=C3)F)NC2=O)C.